Dataset: Forward reaction prediction with 1.9M reactions from USPTO patents (1976-2016). Task: Predict the product of the given reaction. (1) The product is: [CH2:1]([O:3][C:4]([C:6]1[N:7]([CH2:22][CH3:23])[CH:8]=[C:9]([C:14]2[CH:19]=[CH:18][C:17]([F:20])=[CH:16][CH:15]=2)[C:10]=1[CH:11]([CH3:13])[CH3:12])=[O:5])[CH3:2]. Given the reactants [CH2:1]([O:3][C:4]([C:6]1[NH:7][CH:8]=[C:9]([C:14]2[CH:19]=[CH:18][C:17]([F:20])=[CH:16][CH:15]=2)[C:10]=1[CH:11]([CH3:13])[CH3:12])=[O:5])[CH3:2].I[CH2:22][CH3:23].C(=O)([O-])[O-].[Cs+].[Cs+], predict the reaction product. (2) Given the reactants CCCCCC.C([Li])CCC.Br[C:13]1[CH:18]=[CH:17][C:16]([C:19]2[CH:24]=[CH:23][C:22]([C:25]3[N:30]=[C:29]([C:31]4[CH:36]=[CH:35][C:34]([C:37]([CH3:40])([CH3:39])[CH3:38])=[CH:33][CH:32]=4)[N:28]=[C:27]([C:41]4[CH:46]=[CH:45][C:44]([C:47]([CH3:50])([CH3:49])[CH3:48])=[CH:43][CH:42]=4)[N:26]=3)=[CH:21][CH:20]=2)=[CH:15][CH:14]=1.Br[C:52]1[CH:53]=[N:54][CH:55]=[CH:56][CH:57]=1, predict the reaction product. The product is: [C:47]([C:44]1[CH:45]=[CH:46][C:41]([C:27]2[N:28]=[C:29]([C:31]3[CH:36]=[CH:35][C:34]([C:37]([CH3:40])([CH3:39])[CH3:38])=[CH:33][CH:32]=3)[N:30]=[C:25]([C:22]3[CH:23]=[CH:24][C:19]([C:16]4[CH:17]=[CH:18][C:13]([C:52]5[CH:53]=[N:54][CH:55]=[CH:56][CH:57]=5)=[CH:14][CH:15]=4)=[CH:20][CH:21]=3)[N:26]=2)=[CH:42][CH:43]=1)([CH3:50])([CH3:49])[CH3:48].